The task is: Predict the reactants needed to synthesize the given product.. This data is from Full USPTO retrosynthesis dataset with 1.9M reactions from patents (1976-2016). (1) Given the product [Cl:1][C:2]1[CH:7]=[C:6]([Cl:8])[CH:5]=[CH:4][C:3]=1[C:9]1[N:10]=[C:11](/[CH:16]=[CH:17]/[C:18]2[CH:23]=[CH:22][C:21]([C:24]3[CH:25]=[CH:26][C:27]([O:30][C:32]4[CH:33]=[C:34]5[C:39](=[CH:40][CH:41]=4)[CH:38]=[C:37]([C:42]([OH:44])=[O:43])[CH:36]=[CH:35]5)=[CH:28][CH:29]=3)=[CH:20][CH:19]=2)[N:12]([CH2:14][CH3:15])[CH:13]=1, predict the reactants needed to synthesize it. The reactants are: [Cl:1][C:2]1[CH:7]=[C:6]([Cl:8])[CH:5]=[CH:4][C:3]=1[C:9]1[N:10]=[C:11](/[CH:16]=[CH:17]/[C:18]2[CH:23]=[CH:22][C:21]([C:24]3[CH:29]=[CH:28][C:27]([OH:30])=[CH:26][CH:25]=3)=[CH:20][CH:19]=2)[N:12]([CH2:14][CH3:15])[CH:13]=1.Br[C:32]1[CH:33]=[C:34]2[C:39](=[CH:40][CH:41]=1)[CH:38]=[C:37]([C:42]([O:44]C)=[O:43])[CH:36]=[CH:35]2. (2) Given the product [CH2:19]([NH:27][C:28]([NH:16][C:14]1[N:15]=[C:10]2[CH:9]=[CH:8][N:7]([CH2:6][O:5][CH2:4][CH2:3][Si:2]([CH3:18])([CH3:17])[CH3:1])[C:11]2=[N:12][CH:13]=1)=[O:29])[CH2:20][C:21]1[CH:26]=[CH:25][CH:24]=[CH:23][CH:22]=1, predict the reactants needed to synthesize it. The reactants are: [CH3:1][Si:2]([CH3:18])([CH3:17])[CH2:3][CH2:4][O:5][CH2:6][N:7]1[C:11]2=[N:12][CH:13]=[C:14]([NH2:16])[N:15]=[C:10]2[CH:9]=[CH:8]1.[CH2:19]([N:27]=[C:28]=[O:29])[CH2:20][C:21]1[CH:26]=[CH:25][CH:24]=[CH:23][CH:22]=1.